The task is: Predict the reaction yield, written as a fraction of the theoretical maximum amount of product (1.0 means a 100% yield; for example, 0.34 means a 34% yield).. This data is from Reaction yield outcomes from USPTO patents with 853,638 reactions. The reactants are [H-].[Na+].[C:3]([Si:7]([CH3:43])([CH3:42])[O:8][CH:9]([C:38]([CH3:41])([CH3:40])[CH3:39])[CH2:10][CH2:11][C:12]1[CH:17]=[CH:16][C:15]([C:18]([C:23]2[CH:28]=[CH:27][C:26]([C:29]3[O:33][C:32]([CH:34]=O)=[CH:31][CH:30]=3)=[C:25]([CH3:36])[CH:24]=2)([CH2:21][CH3:22])[CH2:19][CH3:20])=[CH:14][C:13]=1[CH3:37])([CH3:6])([CH3:5])[CH3:4].[Cl-].[NH4+].[C:46]([O:49][CH2:50][CH3:51])(=[O:48])[CH3:47]. The catalyst is O1CCCC1. The product is [CH2:50]([O:49][C:46](=[O:48])/[CH:47]=[CH:34]/[C:32]1[O:33][C:29]([C:26]2[CH:27]=[CH:28][C:23]([C:18]([C:15]3[CH:16]=[CH:17][C:12]([CH2:11][CH2:10][CH:9]([O:8][Si:7]([C:3]([CH3:6])([CH3:5])[CH3:4])([CH3:43])[CH3:42])[C:38]([CH3:39])([CH3:41])[CH3:40])=[C:13]([CH3:37])[CH:14]=3)([CH2:21][CH3:22])[CH2:19][CH3:20])=[CH:24][C:25]=2[CH3:36])=[CH:30][CH:31]=1)[CH3:51]. The yield is 1.00.